This data is from Experimentally validated miRNA-target interactions with 360,000+ pairs, plus equal number of negative samples. The task is: Binary Classification. Given a miRNA mature sequence and a target amino acid sequence, predict their likelihood of interaction. (1) The miRNA is hsa-miR-338-5p with sequence AACAAUAUCCUGGUGCUGAGUG. The protein sequence of the target gene is MTKGTSSFGKRRNKTHTLCRRCGSKAYHLQKSTCGKCGYPAKRKRKYNWSAKAKRRNTTGTGRMRHLKIVYRRFRHGFREGTTPKPKRAAVAASSSS. Result: 1 (interaction). (2) The miRNA is mmu-miR-3074-1-3p with sequence GAUAUCAGCUCAGUAGGCACCG. The protein sequence of the target gene is MGRLLALVVGAALVSSACGGCVEVDSETEAVYGMTFKILCISCKRRSETNAETFTEWTFRQKGTEEFVKILRYENEVLQLEEDERFEGRVVWNGSRGTKDLQDLSIFITNVTYNHSGDYECHVYRLLFFENYEHNTSVVKKIHIEVVDKANRDMASIVSEIMMYVLIVVLTIWLVAEMIYCYKKIAAATETAAQENASEYLAITSESKENCTGVQVAE. Result: 0 (no interaction). (3) The miRNA is hsa-miR-17-5p with sequence CAAAGUGCUUACAGUGCAGGUAG. The protein sequence of the target gene is MGKGDPKKPRGKMSSYAFFVQTCREEHKKKHPDASVNFSEFSKKCSERWKTMSAKEKGKFEDMAKADKARYEREMKTYIPPKGETKKKFKDPNAPKRPPSAFFLFCSEYRPKIKGEHPGLSIGDVAKKLGEMWNNTAADDKQPYEKKAAKLKEKYEKDIAAYRAKGKPDAAKKGVVKAEKSKKKKEEEEDEEDEEDEEEEEDEEDEDEEEDDDDE. Result: 1 (interaction).